Dataset: Catalyst prediction with 721,799 reactions and 888 catalyst types from USPTO. Task: Predict which catalyst facilitates the given reaction. (1) Reactant: [OH:1][C:2]1[CH:28]=[CH:27][CH:26]=[CH:25][C:3]=1[CH2:4][NH:5][C:6]([NH:8][C:9]1[N:13]([C:14]2[CH:19]=[CH:18][C:17]([CH3:20])=[CH:16][CH:15]=2)[N:12]=[C:11]([C:21]([CH3:24])([CH3:23])[CH3:22])[CH:10]=1)=[O:7].Cl[C:30]1[CH:35]=[CH:34][N:33]=[C:32]([S:36][CH3:37])[N:31]=1.C(=O)([O-])[O-].[K+].[K+].C(O)(=O)CC(CC(O)=O)(C(O)=O)O. Product: [CH3:37][S:36][C:32]1[N:33]=[C:34]([O:1][C:2]2[CH:28]=[CH:27][CH:26]=[CH:25][C:3]=2[CH2:4][NH:5][C:6]([NH:8][C:9]2[N:13]([C:14]3[CH:19]=[CH:18][C:17]([CH3:20])=[CH:16][CH:15]=3)[N:12]=[C:11]([C:21]([CH3:23])([CH3:24])[CH3:22])[CH:10]=2)=[O:7])[CH:35]=[CH:30][N:31]=1. The catalyst class is: 9. (2) Reactant: [Br:1][C:2]1[C:3]([Cl:22])=[N:4][CH:5]=[C:6]([CH:21]=1)[C:7]([NH:9][C:10]1[CH:15]=[CH:14][C:13]([O:16][C:17]([F:20])([F:19])[F:18])=[CH:12][CH:11]=1)=[O:8].[CH3:23][N:24]([CH3:30])[CH2:25][CH2:26][CH2:27][NH:28][CH3:29].[CH3:31][CH2:32][N:33]([CH:37]([CH3:39])[CH3:38])[CH:34]([CH3:36])[CH3:35]. Product: [Br:1][C:2]1[C:3]([N:28]([CH2:27][CH2:26][CH2:25][N:24]([CH3:30])[CH3:23])[CH3:29])=[N:4][CH:5]=[C:6]([CH:21]=1)[C:7]([NH:9][C:10]1[CH:15]=[CH:14][C:13]([O:16][C:17]([F:20])([F:19])[F:18])=[CH:12][CH:11]=1)=[O:8].[CH3:31][CH2:32][N:33]([CH:37]([CH3:39])[CH3:38])[CH:34]([CH3:36])[CH3:35].[ClH:22]. The catalyst class is: 41. (3) Reactant: Cl[C:2]1[CH:11]=[CH:10][C:9]2[C:8]3[C:12]4[NH:19][CH2:18][C@@H:17]([CH3:20])[NH:16][C:15](=[O:21])[C:13]=4[S:14][C:7]=3[CH:6]=[CH:5][C:4]=2[N:3]=1.C1C=CC(P(C2C(C3C(P(C4C=CC=CC=4)C4C=CC=CC=4)=CC=C4C=3C=CC=C4)=C3C(C=CC=C3)=CC=2)C2C=CC=CC=2)=CC=1.C(=O)([O-])[O-].[Cs+].[Cs+].[CH3:74][N:75]([CH3:87])[CH2:76][CH2:77][O:78][C:79]1[N:84]=[C:83]([NH2:85])[CH:82]=[C:81]([F:86])[N:80]=1. Product: [CH3:74][N:75]([CH3:87])[CH2:76][CH2:77][O:78][C:79]1[N:84]=[C:83]([NH:85][C:2]2[CH:11]=[CH:10][C:9]3[C:8]4[C:12]5[NH:19][CH2:18][C@@H:17]([CH3:20])[NH:16][C:15](=[O:21])[C:13]=5[S:14][C:7]=4[CH:6]=[CH:5][C:4]=3[N:3]=2)[CH:82]=[C:81]([F:86])[N:80]=1. The catalyst class is: 231. (4) Reactant: Br[C:2]1[CH:3]=[C:4]([CH:10]=[CH:11][N:12]=1)[C:5]([O:7][CH2:8][CH3:9])=[O:6].[CH2:13]([O:20][CH2:21][CH2:22][OH:23])[C:14]1[CH:19]=[CH:18][CH:17]=[CH:16][CH:15]=1.CC(C)([O-])C.[K+].O. Product: [CH2:13]([O:20][CH2:21][CH2:22][O:23][C:2]1[CH:3]=[C:4]([CH:10]=[CH:11][N:12]=1)[C:5]([O:7][CH2:8][CH3:9])=[O:6])[C:14]1[CH:19]=[CH:18][CH:17]=[CH:16][CH:15]=1. The catalyst class is: 1. (5) Reactant: [F:1][C:2]1[CH:10]=[CH:9][C:5]([C:6]([OH:8])=O)=[CH:4][N:3]=1.[CH2:11]([N:13]([CH2:17][CH3:18])[CH2:14][CH2:15][NH2:16])[CH3:12].C1C=CC2N(O)N=NC=2C=1.CCN=C=NCCCN(C)C.CCN(C(C)C)C(C)C. Product: [F:1][C:2]1[CH:10]=[CH:9][C:5]([C:6]([NH:16][CH2:15][CH2:14][N:13]([CH2:17][CH3:18])[CH2:11][CH3:12])=[O:8])=[CH:4][N:3]=1. The catalyst class is: 18. (6) Reactant: [C:1]1([S:7]([C:10]2[CH:18]=[CH:17][C:16]3[N:15]([C:19]4[CH:24]=[CH:23][CH:22]=[CH:21][CH:20]=4)[C:14]4[CH2:25][CH:26]5[NH:30][CH:29]([C:13]=4[C:12]=3[C:11]=2C(OC(C)(C)C)=O)[CH2:28][CH2:27]5)(=[O:9])=[O:8])[CH:6]=[CH:5][CH:4]=[CH:3][CH:2]=1.[ClH:38]. Product: [ClH:38].[C:1]1([S:7]([C:10]2[CH:11]=[C:12]3[C:16](=[CH:17][CH:18]=2)[N:15]([C:19]2[CH:24]=[CH:23][CH:22]=[CH:21][CH:20]=2)[C:14]2[CH2:25][CH:26]4[NH:30][CH:29]([C:13]3=2)[CH2:28][CH2:27]4)(=[O:9])=[O:8])[CH:2]=[CH:3][CH:4]=[CH:5][CH:6]=1. The catalyst class is: 459. (7) Reactant: [CH3:1][C:2]1[C:7]2[NH:8][C:9](=[O:11])[S:10][C:6]=2[CH:5]=[CH:4][C:3]=1[C:12]([O:14][CH3:15])=[O:13].[C:16](=O)([O-])[O-].[K+].[K+].S(OC)(OC)(=O)=O. Product: [CH3:16][N:8]1[C:7]2[C:2]([CH3:1])=[C:3]([C:12]([O:14][CH3:15])=[O:13])[CH:4]=[CH:5][C:6]=2[S:10][C:9]1=[O:11]. The catalyst class is: 21. (8) Product: [C:52]([O:55][C:36]1[CH:37]=[CH:38][C:39]([Cl:42])=[CH:40][C:35]=1/[CH:34]=[CH:4]/[C:3]1[CH:6]=[CH:7][CH:8]=[CH:9][C:2]=1[Br:1])(=[O:54])[CH3:53]. The catalyst class is: 207. Reactant: [Br:1][C:2]1[CH:9]=[CH:8][CH:7]=[CH:6][C:3]=1[CH2:4]Br.P(OCC)(OCC)OCC.CC([O-])(C)C.[K+].C(OP([CH2:34][C:35]1[CH:40]=[CH:39][CH:38]=[CH:37][C:36]=1Br)(=O)OCC)C.[Cl:42]OC1C(=CC=CC=1)C=O.[C:52]([O:55]C(=O)C)(=[O:54])[CH3:53].Cl.